Dataset: Full USPTO retrosynthesis dataset with 1.9M reactions from patents (1976-2016). Task: Predict the reactants needed to synthesize the given product. (1) Given the product [CH3:1][O:2][C:3]1[CH:4]=[N:5][C:6]2[C:11]([N:12]=1)=[C:10]([O:13][S:28]([C:31]([F:34])([F:33])[F:32])(=[O:30])=[O:29])[CH:9]=[CH:8][CH:7]=2, predict the reactants needed to synthesize it. The reactants are: [CH3:1][O:2][C:3]1[CH:4]=[N:5][C:6]2[CH:7]=[CH:8][CH:9]=[C:10]([OH:13])[C:11]=2[N:12]=1.C(N(CC)CC)C.C1C=CC(N([S:28]([C:31]([F:34])([F:33])[F:32])(=[O:30])=[O:29])[S:28]([C:31]([F:34])([F:33])[F:32])(=[O:30])=[O:29])=CC=1. (2) The reactants are: C([N:3]([CH2:15][CH3:16])[C:4](=[O:14])[C:5]1[CH:10]=[CH:9][C:8]([O:11][CH3:12])=[CH:7][C:6]=1C)C.C([Li])(C)(C)C.CCCCC.[CH3:27][N:28](C)[C:29]#N. Given the product [CH3:27][N:28]([CH3:29])[C:15]1[N:3]=[C:4]([OH:14])[C:5]2[C:6]([CH:16]=1)=[CH:7][C:8]([O:11][CH3:12])=[CH:9][CH:10]=2, predict the reactants needed to synthesize it.